From a dataset of Catalyst prediction with 721,799 reactions and 888 catalyst types from USPTO. Predict which catalyst facilitates the given reaction. (1) Reactant: [CH3:1][S:2](Cl)(=[O:4])=[O:3].[F:6][C:7]1[CH:12]=[CH:11][CH:10]=[C:9]([F:13])[C:8]=1[CH2:14][CH2:15][OH:16].C(N(CC)CC)C. Product: [F:6][C:7]1[CH:12]=[CH:11][CH:10]=[C:9]([F:13])[C:8]=1[CH2:14][CH2:15][O:16][S:2]([CH3:1])(=[O:4])=[O:3]. The catalyst class is: 4. (2) Reactant: [C:1]1([C:18]2[CH:23]=[CH:22][CH:21]=[CH:20][CH:19]=2)[CH:6]=[CH:5][CH:4]=[C:3]([CH2:7][N:8]2[CH:13]=[CH:12][CH:11]=[C:10]([C:14](O)=[O:15])[C:9]2=[O:17])[CH:2]=1.[NH2:24][C@@H:25]([CH2:33][CH2:34][CH2:35][NH:36][C:37]([NH:39][S:40]([C:43]1[C:44]([CH3:57])=[C:45]2[C:50](=[C:51]([CH3:54])[C:52]=1[CH3:53])[O:49][C:48]([CH3:56])([CH3:55])[CH2:47][CH2:46]2)(=[O:42])=[O:41])=[NH:38])[C:26]([O:28][C:29]([CH3:32])([CH3:31])[CH3:30])=[O:27].CN(C(ON1N=NC2C=CC=CC1=2)=[N+](C)C)C.F[P-](F)(F)(F)(F)F.CCN(C(C)C)C(C)C. Product: [C:1]1([C:18]2[CH:19]=[CH:20][CH:21]=[CH:22][CH:23]=2)[CH:6]=[CH:5][CH:4]=[C:3]([CH2:7][N:8]2[CH:13]=[CH:12][CH:11]=[C:10]([C:14]([NH:24][C@@H:25]([CH2:33][CH2:34][CH2:35][NH:36][C:37]([NH:39][S:40]([C:43]3[C:44]([CH3:57])=[C:45]4[C:50](=[C:51]([CH3:54])[C:52]=3[CH3:53])[O:49][C:48]([CH3:56])([CH3:55])[CH2:47][CH2:46]4)(=[O:41])=[O:42])=[NH:38])[C:26]([O:28][C:29]([CH3:30])([CH3:31])[CH3:32])=[O:27])=[O:15])[C:9]2=[O:17])[CH:2]=1. The catalyst class is: 3. (3) Reactant: Br[CH2:2][C:3]([C:5]1[CH:10]=[CH:9][C:8]([O:11][C:12]2[CH:17]=[CH:16][C:15]([Cl:18])=[CH:14][CH:13]=2)=[CH:7][C:6]=1[CH3:19])=[O:4].[Si]([C:24]([F:27])([F:26])[F:25])(C)(C)C.[F-].[Cs+]. Product: [Cl:18][C:15]1[CH:16]=[CH:17][C:12]([O:11][C:8]2[CH:9]=[CH:10][C:5]([C:3]3([C:24]([F:27])([F:26])[F:25])[CH2:2][O:4]3)=[C:6]([CH3:19])[CH:7]=2)=[CH:13][CH:14]=1. The catalyst class is: 1. (4) Reactant: [BH4-].[Na+].[C:3]([C:7]1[CH:12]=[CH:11][C:10]([N+:13]([O-])=O)=[CH:9][C:8]=1[F:16])([CH3:6])([CH3:5])[CH3:4].O. Product: [C:3]([C:7]1[CH:12]=[CH:11][C:10]([NH2:13])=[CH:9][C:8]=1[F:16])([CH3:6])([CH3:4])[CH3:5]. The catalyst class is: 5. (5) Reactant: CC(OC(/N=N/C(OC(C)C)=O)=O)C.[OH:15][CH2:16][CH2:17][C@@H:18]1[CH2:20][C@@H:19]1[CH:21]1[CH2:26][CH2:25][N:24]([C:27]2[N:32]=[CH:31][C:30]([C:33]([OH:36])([CH3:35])[CH3:34])=[CH:29][N:28]=2)[CH2:23][CH2:22]1.[N:37]1([C:41](=[O:51])[CH2:42][C:43]2[CH:48]=[CH:47][C:46](O)=[CH:45][C:44]=2[F:50])[CH2:40][CH2:39][CH2:38]1.C1(P(C2C=CC=CC=2)C2C=CC=CC=2)C=CC=CC=1. Product: [N:37]1([C:41](=[O:51])[CH2:42][C:43]2[CH:48]=[CH:47][C:46]([O:15][CH2:16][CH2:17][C@@H:18]3[CH2:20][C@@H:19]3[CH:21]3[CH2:26][CH2:25][N:24]([C:27]4[N:32]=[CH:31][C:30]([C:33]([OH:36])([CH3:34])[CH3:35])=[CH:29][N:28]=4)[CH2:23][CH2:22]3)=[CH:45][C:44]=2[F:50])[CH2:40][CH2:39][CH2:38]1. The catalyst class is: 2.